From a dataset of Forward reaction prediction with 1.9M reactions from USPTO patents (1976-2016). Predict the product of the given reaction. (1) Given the reactants [NH2:1][C:2]1[CH:7]=[C:6]([O:8][CH3:9])[C:5]([F:10])=[CH:4][C:3]=1[S:11]([NH2:14])(=[O:13])=[O:12].[Cl:15][C:16]1[C:21]([Cl:22])=[CH:20][CH:19]=[CH:18][C:17]=1[S:23](Cl)(=[O:25])=[O:24].C(N(CC)CC)C, predict the reaction product. The product is: [Cl:15][C:16]1[C:21]([Cl:22])=[CH:20][CH:19]=[CH:18][C:17]=1[S:23]([NH:1][C:2]1[CH:7]=[C:6]([O:8][CH3:9])[C:5]([F:10])=[CH:4][C:3]=1[S:11](=[O:13])(=[O:12])[NH2:14])(=[O:25])=[O:24]. (2) Given the reactants [CH3:1][C:2]1[N:7]([CH2:8][C:9]2[S:10][C:11]([C:14]([F:17])([F:16])[F:15])=[CH:12][CH:13]=2)[C:6](=[O:18])[N:5]=[C:4](SC)[N:3]=1.Cl.[CH2:22]1[C:31]2[C:26](=[CH:27][CH:28]=[CH:29][CH:30]=2)[CH2:25][CH:24]([C:32]([O:34][CH2:35][CH3:36])=[O:33])[NH:23]1, predict the reaction product. The product is: [CH3:1][C:2]1[N:7]([CH2:8][C:9]2[S:10][C:11]([C:14]([F:17])([F:16])[F:15])=[CH:12][CH:13]=2)[C:6](=[O:18])[N:5]=[C:4]([N:23]2[CH:24]([C:32]([O:34][CH2:35][CH3:36])=[O:33])[CH2:25][C:26]3[C:31](=[CH:30][CH:29]=[CH:28][CH:27]=3)[CH2:22]2)[N:3]=1.